This data is from Reaction yield outcomes from USPTO patents with 853,638 reactions. The task is: Predict the reaction yield, written as a fraction of the theoretical maximum amount of product (1.0 means a 100% yield; for example, 0.34 means a 34% yield). (1) The reactants are [NH2:1][C:2]1[CH:7]=[CH:6][C:5]([N:8]2[CH:12]=[CH:11][N:10]=[C:9]2[CH2:13][OH:14])=[CH:4][CH:3]=1.Cl[C:16]1[CH:17]=[CH:18][C:19]2[CH2:20][N:21]([CH3:33])[CH2:22][C@@H:23]([C:27]3[CH:32]=[CH:31][CH:30]=[CH:29][CH:28]=3)[O:24][C:25]=2[N:26]=1.C(=O)([O-])[O-].[Cs+].[Cs+].COCCOC. The catalyst is C(O[Pd]C1C=CC=CC=1C1C=CC=CC=1P(C(C)(C)C)C(C)(C)C)(=O)C.CCO. The product is [CH3:33][N:21]1[CH2:20][C:19]2[CH:18]=[CH:17][C:16]([NH:1][C:2]3[CH:3]=[CH:4][C:5]([N:8]4[CH:12]=[CH:11][N:10]=[C:9]4[CH2:13][OH:14])=[CH:6][CH:7]=3)=[N:26][C:25]=2[O:24][C@H:23]([C:27]2[CH:32]=[CH:31][CH:30]=[CH:29][CH:28]=2)[CH2:22]1. The yield is 0.202. (2) The product is [CH3:1][N:2]1[CH:10]=[C:9]2[C:4]([C:5]([CH2:12][NH2:13])=[C:6]([CH3:11])[CH:7]=[CH:8]2)=[N:3]1. The reactants are [CH3:1][N:2]1[CH:10]=[C:9]2[C:4]([C:5]([C:12]#[N:13])=[C:6]([CH3:11])[CH:7]=[CH:8]2)=[N:3]1. The catalyst is CO.N.[Ni]. The yield is 1.00. (3) The reactants are Br[C:2]1[CH:7]=[CH:6][C:5]([C:8]2[N:17]=[C:16]([NH:18][C:19]3[NH:20][N:21]=[C:22]([CH3:24])[CH:23]=3)[C:15]3[C:10](=[CH:11][CH:12]=[CH:13][CH:14]=3)[N:9]=2)=[CH:4][CH:3]=1.[C:25]1(B(O)O)[CH:30]=[CH:29][CH:28]=[CH:27][CH:26]=1.C([O-])([O-])=O.[Na+].[Na+].C1(P(C2C=CC=CC=2)C2C=CC=CC=2)C=CC=CC=1. The catalyst is C1COCC1.O.C([O-])(=O)C.[Pd+2].C([O-])(=O)C. The product is [C:2]1([C:25]2[CH:30]=[CH:29][CH:28]=[CH:27][CH:26]=2)[CH:7]=[CH:6][C:5]([C:8]2[N:17]=[C:16]([NH:18][C:19]3[NH:20][N:21]=[C:22]([CH3:24])[CH:23]=3)[C:15]3[C:10](=[CH:11][CH:12]=[CH:13][CH:14]=3)[N:9]=2)=[CH:4][CH:3]=1. The yield is 0.510. (4) The product is [CH3:19][S:15][C:12]1[NH:13][CH:14]=[C:9]([CH2:8][C:6]2[CH:5]=[CH:4][NH:3][C:2](=[O:1])[CH:7]=2)[C:10](=[O:16])[N:11]=1. The reactants are [O:1]=[C:2]1[CH:7]=[C:6]([CH2:8][C:9]2[C:10](=[O:16])[NH:11][C:12](=[S:15])[NH:13][CH:14]=2)[CH:5]=[CH:4][NH:3]1.[OH-].[K+].[CH3:19]I. The yield is 0.482. The catalyst is C(O)C. (5) The reactants are [CH3:1][O:2][C:3]1[CH:4]=[CH:5][C:6]2[N:7]([C:9]([CH2:12][C:13]3[CH:23]=[CH:22][C:16]4[N:17]=[C:18]([S:20][CH3:21])[S:19][C:15]=4[CH:14]=3)=[CH:10][N:11]=2)[N:8]=1.C1C=C(Cl)C=C(C(OO)=[O:32])C=1.[O-]S([O-])=O.[Na+].[Na+]. The catalyst is C(Cl)Cl. The product is [CH3:1][O:2][C:3]1[CH:4]=[CH:5][C:6]2[N:7]([C:9]([CH2:12][C:13]3[CH:23]=[CH:22][C:16]4[N:17]=[C:18]([S:20]([CH3:21])=[O:32])[S:19][C:15]=4[CH:14]=3)=[CH:10][N:11]=2)[N:8]=1. The yield is 0.950. (6) The reactants are [C:1]1([NH:7][C:8]([C:10]2[CH:15]=[CH:14][C:13](B(O)O)=[CH:12][CH:11]=2)=[O:9])[CH:6]=[CH:5][CH:4]=[CH:3][CH:2]=1.Br[C:20]1[CH:25]=[CH:24][C:23]([O:26][CH2:27][CH:28]2[CH2:33][CH2:32][N:31]([C:34]([O:36][CH:37]([CH3:39])[CH3:38])=[O:35])[CH2:30][CH2:29]2)=[CH:22][CH:21]=1. No catalyst specified. The product is [C:1]1([NH:7][C:8]([C:10]2[CH:15]=[CH:14][C:13]([C:20]3[CH:21]=[CH:22][C:23]([O:26][CH2:27][CH:28]4[CH2:29][CH2:30][N:31]([C:34]([O:36][CH:37]([CH3:39])[CH3:38])=[O:35])[CH2:32][CH2:33]4)=[CH:24][CH:25]=3)=[CH:12][CH:11]=2)=[O:9])[CH:6]=[CH:5][CH:4]=[CH:3][CH:2]=1. The yield is 0.160.